This data is from Full USPTO retrosynthesis dataset with 1.9M reactions from patents (1976-2016). The task is: Predict the reactants needed to synthesize the given product. (1) Given the product [Cl:1][C:2]1[CH:7]=[CH:6][C:5]([C@H:8]([NH:11][C:12]2[CH:13]=[C:14]([CH:15]([OH:16])[CH3:21])[CH:17]=[CH:18][CH:19]=2)[CH2:9][CH3:10])=[CH:4][C:3]=1[CH3:20], predict the reactants needed to synthesize it. The reactants are: [Cl:1][C:2]1[CH:7]=[CH:6][C:5]([C@H:8]([NH:11][C:12]2[CH:13]=[C:14]([CH:17]=[CH:18][CH:19]=2)[CH:15]=[O:16])[CH2:9][CH3:10])=[CH:4][C:3]=1[CH3:20].[CH3:21][Mg]Br. (2) The reactants are: [Br:1][C:2]1[CH:3]=[C:4]([C:8]2[CH2:14][C:13](=[O:15])[NH:12][C:11]3[CH:16]=[C:17]([N+:20]([O-])=O)[CH:18]=[CH:19][C:10]=3[N:9]=2)[CH:5]=[CH:6][CH:7]=1.O.[NH4+].[Cl-]. Given the product [NH2:20][C:17]1[CH:18]=[CH:19][C:10]2[N:9]=[C:8]([C:4]3[CH:5]=[CH:6][CH:7]=[C:2]([Br:1])[CH:3]=3)[CH2:14][C:13](=[O:15])[NH:12][C:11]=2[CH:16]=1, predict the reactants needed to synthesize it.